This data is from Full USPTO retrosynthesis dataset with 1.9M reactions from patents (1976-2016). The task is: Predict the reactants needed to synthesize the given product. (1) The reactants are: [NH2:1][C:2]1[CH:7]=[CH:6][C:5]([C:8]2[CH:13]=[CH:12][C:11]([Cl:14])=[CH:10][CH:9]=2)=[CH:4][C:3]=1[C:15]#[N:16].[N-:17]=[N+:18]=[N-:19].[Na+].Cl.C(N(CC)CC)C.Cl. Given the product [Cl:14][C:11]1[CH:12]=[CH:13][C:8]([C:5]2[CH:6]=[CH:7][C:2]([NH2:1])=[C:3]([C:15]3[NH:19][N:18]=[N:17][N:16]=3)[CH:4]=2)=[CH:9][CH:10]=1, predict the reactants needed to synthesize it. (2) The reactants are: [NH2:1][C:2]1[C:6]2[CH:7]=[N:8][C:9]([NH:11][C:12]([NH:14][C@@H:15]([C:17]3[CH:22]=[CH:21][CH:20]=[CH:19][CH:18]=3)[CH3:16])=[O:13])=[CH:10][C:5]=2[N:4]([C:23]([C:36]2[CH:41]=[CH:40][CH:39]=[CH:38][CH:37]=2)([C:30]2[CH:35]=[CH:34][CH:33]=[CH:32][CH:31]=2)[C:24]2[CH:29]=[CH:28][CH:27]=[CH:26][CH:25]=2)[N:3]=1.[C:42]1(=O)[C:50]2[C:45](=[CH:46][CH:47]=[CH:48][CH:49]=2)[C:44](=[O:51])[O:43]1. Given the product [O:43]=[C:42]1[C:50]2[C:45](=[CH:46][CH:47]=[CH:48][CH:49]=2)[C:44](=[O:51])[N:1]1[C:2]1[C:6]2[CH:7]=[N:8][C:9]([NH:11][C:12]([NH:14][C@@H:15]([C:17]3[CH:22]=[CH:21][CH:20]=[CH:19][CH:18]=3)[CH3:16])=[O:13])=[CH:10][C:5]=2[N:4]([C:23]([C:24]2[CH:25]=[CH:26][CH:27]=[CH:28][CH:29]=2)([C:36]2[CH:41]=[CH:40][CH:39]=[CH:38][CH:37]=2)[C:30]2[CH:31]=[CH:32][CH:33]=[CH:34][CH:35]=2)[N:3]=1, predict the reactants needed to synthesize it. (3) Given the product [C:40]([O:43][C:44]([NH:46][CH2:47][CH2:48][CH2:49][C@H:50]([NH:55][CH2:37][C:4]1[CH:3]=[C:2]([Cl:1])[C:17]([O:18][CH2:19][C:20]2[CH:25]=[CH:24][CH:23]=[C:22]([C:26]3[CH:35]=[CH:34][C:29]4[O:30][CH2:31][CH2:32][O:33][C:28]=4[CH:27]=3)[C:21]=2[CH3:36])=[CH:16][C:5]=1[O:6][CH2:7][C:8]1[CH:9]=[N:10][CH:11]=[C:12]([C:13]#[N:14])[CH:15]=1)[C:51]([O:53][CH3:54])=[O:52])=[O:45])([CH3:39])([CH3:41])[CH3:42], predict the reactants needed to synthesize it. The reactants are: [Cl:1][C:2]1[C:17]([O:18][CH2:19][C:20]2[CH:25]=[CH:24][CH:23]=[C:22]([C:26]3[CH:35]=[CH:34][C:29]4[O:30][CH2:31][CH2:32][O:33][C:28]=4[CH:27]=3)[C:21]=2[CH3:36])=[CH:16][C:5]([O:6][CH2:7][C:8]2[CH:9]=[N:10][CH:11]=[C:12]([CH:15]=2)[C:13]#[N:14])=[C:4]([CH:37]=O)[CH:3]=1.[CH3:39][C:40]([O:43][C:44]([NH:46][CH2:47][CH2:48][CH2:49][C@H:50]([NH2:55])[C:51]([O:53][CH3:54])=[O:52])=[O:45])([CH3:42])[CH3:41].Cl.[Na]. (4) Given the product [CH3:15][CH:16]([N:18]1[C:26]2[C:21](=[N:22][CH:23]=[CH:24][CH:25]=2)[C:20]([C:27]2[CH:32]=[CH:31][C:30]([O:36][C:3]3[N:2]([CH3:1])[C:6]4=[N:7][CH:8]=[CH:9][CH:10]=[C:5]4[N:4]=3)=[CH:29][N:28]=2)=[N:19]1)[CH3:17], predict the reactants needed to synthesize it. The reactants are: [CH3:1][N:2]1[C:6]2=[N:7][CH:8]=[CH:9][CH:10]=[C:5]2[N:4]=[C:3]1S(C)(=O)=O.[CH3:15][CH:16]([N:18]1[C:26]2[C:21](=[N:22][CH:23]=[CH:24][CH:25]=2)[C:20]([C:27]2[C:32](O)=[CH:31][CH:30]=[CH:29][N:28]=2)=[N:19]1)[CH3:17].[H-].[Na+].[OH2:36]. (5) Given the product [F:12][C:9]([F:10])([F:11])[C:7]1[CH:6]=[C:5]([N:13]([CH3:42])[C:14]([N:16]([C@H:17]2[C@H:21]([C:22]3[CH:27]=[CH:26][C:25]([F:28])=[CH:24][CH:23]=3)[CH2:20][N:19]([C:29]([N:45]3[CH2:50][CH2:49][O:48][CH2:47][CH2:46]3)=[O:30])[CH2:18]2)[CH3:41])=[O:15])[CH:4]=[C:3]([C:2]([F:1])([F:43])[F:44])[CH:8]=1, predict the reactants needed to synthesize it. The reactants are: [F:1][C:2]([F:44])([F:43])[C:3]1[CH:4]=[C:5]([N:13]([CH3:42])[C:14]([N:16]([CH3:41])[C@H:17]2[C@H:21]([C:22]3[CH:27]=[CH:26][C:25]([F:28])=[CH:24][CH:23]=3)[CH2:20][N:19]([C:29](OC3C=CC([N+]([O-])=O)=CC=3)=[O:30])[CH2:18]2)=[O:15])[CH:6]=[C:7]([C:9]([F:12])([F:11])[F:10])[CH:8]=1.[NH:45]1[CH2:50][CH2:49][O:48][CH2:47][CH2:46]1. (6) Given the product [CH3:28][NH:29][C:24]([C:17]1[C:18]2[C:23](=[CH:22][CH:21]=[CH:20][CH:19]=2)[C:13]2([CH2:14][CH2:15][N:10]([C:8]([O:7][C:3]([CH3:6])([CH3:4])[CH3:5])=[O:9])[CH2:11][CH2:12]2)[CH:16]=1)=[O:25], predict the reactants needed to synthesize it. The reactants are: CN.[C:3]([O:7][C:8]([N:10]1[CH2:15][CH2:14][C:13]2([C:23]3[C:18](=[CH:19][CH:20]=[CH:21][CH:22]=3)[C:17]([C:24](O)=[O:25])=[CH:16]2)[CH2:12][CH2:11]1)=[O:9])([CH3:6])([CH3:5])[CH3:4].C[CH2:28][N:29]=C=NCCCN(C)C.Cl.C1C=CC2N(O)N=NC=2C=1. (7) Given the product [CH2:19]([N:7]1[CH2:8][CH2:9][N:10]([CH2:12][C:13]2[CH:18]=[CH:17][CH:16]=[CH:15][CH:14]=2)[CH2:11][CH:6]1[CH2:4][OH:3])[C:20]1[CH:21]=[CH:22][CH:23]=[CH:24][CH:25]=1, predict the reactants needed to synthesize it. The reactants are: C([O:3][C:4]([CH:6]1[CH2:11][N:10]([CH2:12][C:13]2[CH:18]=[CH:17][CH:16]=[CH:15][CH:14]=2)[CH2:9][CH2:8][N:7]1[CH2:19][C:20]1[CH:25]=[CH:24][CH:23]=[CH:22][CH:21]=1)=O)C.[H-].[H-].[H-].[H-].[Li+].[Al+3]. (8) Given the product [C:5]([O:9][C:10](=[O:24])[NH:11][C@H:12]1[CH2:13][CH2:14][C@H:15]([CH2:18][N:1]=[N+:2]=[N-:3])[CH2:16][CH2:17]1)([CH3:8])([CH3:6])[CH3:7], predict the reactants needed to synthesize it. The reactants are: [N-:1]=[N+:2]=[N-:3].[Na+].[C:5]([O:9][C:10](=[O:24])[NH:11][C@H:12]1[CH2:17][CH2:16][C@H:15]([CH2:18]OS(C)(=O)=O)[CH2:14][CH2:13]1)([CH3:8])([CH3:7])[CH3:6].